This data is from Forward reaction prediction with 1.9M reactions from USPTO patents (1976-2016). The task is: Predict the product of the given reaction. Given the reactants [Cl:1][C:2]1[CH:7]=[C:6]([O:8][CH3:9])[CH:5]=[CH:4][C:3]=1[C:10]1[CH:15]=[CH:14][CH:13]=[C:12]([F:16])[CH:11]=1.CC(O)=O.S(=O)(=O)(O)O.[I:26]N1C(=O)CCC1=O, predict the reaction product. The product is: [Cl:1][C:2]1[CH:7]=[C:6]([O:8][CH3:9])[C:5]([I:26])=[CH:4][C:3]=1[C:10]1[CH:15]=[CH:14][CH:13]=[C:12]([F:16])[CH:11]=1.